This data is from Peptide-MHC class II binding affinity with 134,281 pairs from IEDB. The task is: Regression. Given a peptide amino acid sequence and an MHC pseudo amino acid sequence, predict their binding affinity value. This is MHC class II binding data. The peptide sequence is SLYNTVATLYCVHQRIDV. The binding affinity (normalized) is 0.602. The MHC is DRB1_0401 with pseudo-sequence DRB1_0401.